This data is from Reaction yield outcomes from USPTO patents with 853,638 reactions. The task is: Predict the reaction yield, written as a fraction of the theoretical maximum amount of product (1.0 means a 100% yield; for example, 0.34 means a 34% yield). (1) The reactants are B(Br)(Br)Br.C[O:6][C:7]1[CH:8]=[CH:9][C:10]2[C:11]3[CH:12]=[C:13]4[CH:24]=[CH:23][C:22]([O:25]C)=[CH:21][C:14]4=[C:15]([Cl:20])[C:16]=3[CH2:17][C:18]=2[CH:19]=1.C([O-])(O)=O.[Na+]. The catalyst is C(Cl)Cl. The product is [OH:6][C:7]1[CH:8]=[CH:9][C:10]2[C:11]3[CH:12]=[C:13]4[CH:24]=[CH:23][C:22]([OH:25])=[CH:21][C:14]4=[C:15]([Cl:20])[C:16]=3[CH2:17][C:18]=2[CH:19]=1. The yield is 0.870. (2) The reactants are [C:1](=[O:19])([O:4][C:5]1[CH:10]=[CH:9][C:8]([N+:11]([O-])=O)=[CH:7][C:6]=1[O:14][C:15]([F:18])([F:17])[F:16])[O:2][CH3:3]. The catalyst is C(OCC)(=O)C.[Pd]. The product is [C:1](=[O:19])([O:2][CH3:3])[O:4][C:5]1[CH:10]=[CH:9][C:8]([NH2:11])=[CH:7][C:6]=1[O:14][C:15]([F:18])([F:17])[F:16]. The yield is 0.720. (3) The reactants are [CH3:1][O:2][C:3]1[CH:20]=[CH:19][C:6]([CH2:7][NH:8][S:9]([NH:12][CH2:13][C:14](OCC)=[O:15])(=[O:11])=[O:10])=[CH:5][CH:4]=1.O(C(C)(C)C)[K]. The catalyst is CN(C=O)C. The product is [CH3:1][O:2][C:3]1[CH:20]=[CH:19][C:6]([CH2:7][N:8]2[C:14](=[O:15])[CH2:13][NH:12][S:9]2(=[O:11])=[O:10])=[CH:5][CH:4]=1. The yield is 0.540. (4) The reactants are C1(CBr)CC1.CC1C=CC(S(O[CH2:17][CH2:18][CH:19]2[CH2:21][CH2:20]2)(=O)=O)=CC=1.[CH3:22][C:23]1[N:24]=[C:25]([N:33]2[CH2:37][CH2:36][NH:35][C:34]2=[O:38])[S:26][C:27]=1[C:28]([O:30][CH2:31][CH3:32])=[O:29]. The product is [CH:19]1([CH2:18][CH2:17][N:35]2[CH2:36][CH2:37][N:33]([C:25]3[S:26][C:27]([C:28]([O:30][CH2:31][CH3:32])=[O:29])=[C:23]([CH3:22])[N:24]=3)[C:34]2=[O:38])[CH2:20][CH2:21]1. No catalyst specified. The yield is 0.600. (5) The reactants are [NH2:1][C:2]1[S:3][C:4]2[C:15](=[O:16])[CH2:14][CH2:13][CH2:12][C:5]=2[C:6]=1[C:7]([O:9]CC)=[O:8].C(OC(C)C)(C)C. No catalyst specified. The product is [NH2:1][C:2]1[S:3][C:4]2[C:15](=[O:16])[CH2:14][CH2:13][CH2:12][C:5]=2[C:6]=1[C:7]([OH:9])=[O:8]. The yield is 0.170. (6) The reactants are [Cl:1][C:2]1[CH:7]=[CH:6][C:5]([N+:8]([O-])=O)=[CH:4][C:3]=1[OH:11].[Cl-].[NH4+]. The catalyst is C(O)C.O.[Fe]. The product is [NH2:8][C:5]1[CH:6]=[CH:7][C:2]([Cl:1])=[C:3]([OH:11])[CH:4]=1. The yield is 0.960.